Dataset: Catalyst prediction with 721,799 reactions and 888 catalyst types from USPTO. Task: Predict which catalyst facilitates the given reaction. (1) The catalyst class is: 177. Product: [F:1][C:2]1[C:3]([C:10]([F:12])([F:13])[F:11])=[N:4][CH:5]=[CH:6][C:7]=1[CH:8]=[O:9]. Reactant: [F:1][C:2]1[C:3]([C:10]([F:13])([F:12])[F:11])=[N:4][CH:5]=[CH:6][C:7]=1[CH2:8][OH:9]. (2) Reactant: [CH3:1][O:2][CH2:3][CH:4]([NH2:20])[CH2:5][C:6]1[CH:11]=[CH:10][C:9]([O:12][CH3:13])=[C:8]([O:14][CH2:15][CH2:16][CH2:17][O:18][CH3:19])[CH:7]=1.[CH:21](O)=[O:22]. Product: [CH3:1][O:2][CH2:3][CH:4]([NH:20][CH:21]=[O:22])[CH2:5][C:6]1[CH:11]=[CH:10][C:9]([O:12][CH3:13])=[C:8]([O:14][CH2:15][CH2:16][CH2:17][O:18][CH3:19])[CH:7]=1. The catalyst class is: 12. (3) Reactant: [C:1]([C:3]1[CH:4]=[CH:5][C:6]([O:14][CH3:15])=[C:7](/[CH:9]=[CH:10]/[C:11]([OH:13])=O)[CH:8]=1)#[N:2].C(N(CC)CC)C.F[B-](F)(F)F.N1(OC(N(C)C)=[N+](C)C)C2C=CC=CC=2N=N1.[CH2:45]([O:52][C:53](=[O:72])[CH2:54][C@@H:55]([NH2:71])[CH2:56][N:57]1[CH2:62][CH2:61][CH:60]([O:63][C:64]2[CH:69]=[CH:68][C:67]([F:70])=[CH:66][CH:65]=2)[CH2:59][CH2:58]1)[C:46]1[CH:51]=[CH:50][CH:49]=[CH:48][CH:47]=1. Product: [CH2:45]([O:52][C:53](=[O:72])[CH2:54][C@@H:55]([NH:71][C:11](=[O:13])/[CH:10]=[CH:9]/[C:7]1[CH:8]=[C:3]([C:1]#[N:2])[CH:4]=[CH:5][C:6]=1[O:14][CH3:15])[CH2:56][N:57]1[CH2:58][CH2:59][CH:60]([O:63][C:64]2[CH:65]=[CH:66][C:67]([F:70])=[CH:68][CH:69]=2)[CH2:61][CH2:62]1)[C:46]1[CH:51]=[CH:50][CH:49]=[CH:48][CH:47]=1. The catalyst class is: 2. (4) Reactant: C(OC(=O)[C:7]([O:22][C:23](=[O:25])[CH3:24])([C:19](=[O:21])[CH3:20])[CH2:8]/[CH:9]=[C:10](/[CH3:18])\[CH2:11][CH2:12][CH2:13][C@H:14]([CH3:17])[CH2:15][OH:16])(C)(C)C.C(O)(C(F)(F)F)=O. Product: [C:23]([O:22][CH:7]([CH2:8][CH:9]=[C:10]([CH3:18])[CH2:11][CH2:12][CH2:13][C@H:14]([CH3:17])[CH2:15][OH:16])[C:19](=[O:21])[CH3:20])(=[O:25])[CH3:24]. The catalyst class is: 2.